The task is: Regression. Given two drug SMILES strings and cell line genomic features, predict the synergy score measuring deviation from expected non-interaction effect.. This data is from NCI-60 drug combinations with 297,098 pairs across 59 cell lines. (1) Drug 1: CS(=O)(=O)C1=CC(=C(C=C1)C(=O)NC2=CC(=C(C=C2)Cl)C3=CC=CC=N3)Cl. Drug 2: C1=C(C(=O)NC(=O)N1)N(CCCl)CCCl. Synergy scores: CSS=30.8, Synergy_ZIP=8.38, Synergy_Bliss=11.2, Synergy_Loewe=-3.61, Synergy_HSA=5.34. Cell line: RPMI-8226. (2) Drug 1: CNC(=O)C1=CC=CC=C1SC2=CC3=C(C=C2)C(=NN3)C=CC4=CC=CC=N4. Drug 2: CCCS(=O)(=O)NC1=C(C(=C(C=C1)F)C(=O)C2=CNC3=C2C=C(C=N3)C4=CC=C(C=C4)Cl)F. Cell line: SF-539. Synergy scores: CSS=12.6, Synergy_ZIP=-2.73, Synergy_Bliss=-0.860, Synergy_Loewe=-0.340, Synergy_HSA=1.27. (3) Drug 1: C1=CC(=CC=C1C#N)C(C2=CC=C(C=C2)C#N)N3C=NC=N3. Drug 2: CC1=C2C(C(=O)C3(C(CC4C(C3C(C(C2(C)C)(CC1OC(=O)C(C(C5=CC=CC=C5)NC(=O)C6=CC=CC=C6)O)O)OC(=O)C7=CC=CC=C7)(CO4)OC(=O)C)O)C)OC(=O)C. Cell line: NCI-H322M. Synergy scores: CSS=-4.16, Synergy_ZIP=1.62, Synergy_Bliss=-1.03, Synergy_Loewe=-17.9, Synergy_HSA=-14.6. (4) Drug 1: CCCS(=O)(=O)NC1=C(C(=C(C=C1)F)C(=O)C2=CNC3=C2C=C(C=N3)C4=CC=C(C=C4)Cl)F. Drug 2: CNC(=O)C1=CC=CC=C1SC2=CC3=C(C=C2)C(=NN3)C=CC4=CC=CC=N4. Cell line: U251. Synergy scores: CSS=21.5, Synergy_ZIP=-2.12, Synergy_Bliss=5.11, Synergy_Loewe=-4.19, Synergy_HSA=6.50. (5) Drug 1: CC=C1C(=O)NC(C(=O)OC2CC(=O)NC(C(=O)NC(CSSCCC=C2)C(=O)N1)C(C)C)C(C)C. Drug 2: C1=NC(=NC(=O)N1C2C(C(C(O2)CO)O)O)N. Cell line: MALME-3M. Synergy scores: CSS=65.1, Synergy_ZIP=-0.802, Synergy_Bliss=-1.13, Synergy_Loewe=-26.0, Synergy_HSA=-0.0436. (6) Drug 1: C1=CC(=C2C(=C1NCCNCCO)C(=O)C3=C(C=CC(=C3C2=O)O)O)NCCNCCO. Drug 2: CC1C(C(CC(O1)OC2CC(CC3=C2C(=C4C(=C3O)C(=O)C5=C(C4=O)C(=CC=C5)OC)O)(C(=O)CO)O)N)O.Cl. Cell line: COLO 205. Synergy scores: CSS=57.1, Synergy_ZIP=-9.73, Synergy_Bliss=-10.2, Synergy_Loewe=-11.3, Synergy_HSA=-7.45. (7) Drug 1: CCC(=C(C1=CC=CC=C1)C2=CC=C(C=C2)OCCN(C)C)C3=CC=CC=C3.C(C(=O)O)C(CC(=O)O)(C(=O)O)O. Drug 2: N.N.Cl[Pt+2]Cl. Cell line: ACHN. Synergy scores: CSS=63.8, Synergy_ZIP=1.63, Synergy_Bliss=-0.180, Synergy_Loewe=-4.74, Synergy_HSA=1.13.